Dataset: Catalyst prediction with 721,799 reactions and 888 catalyst types from USPTO. Task: Predict which catalyst facilitates the given reaction. (1) Reactant: [C:1]([O:5][C:6]([NH:8][CH2:9][C@H:10]1[CH2:15][CH2:14][C@H:13]([C:16]([NH:18][C@H:19]([C:37](=[O:50])[NH:38][C:39]2[CH:44]=[CH:43][C:42]([C:45]3[N:46]=[N:47][NH:48][N:49]=3)=[CH:41][CH:40]=2)[CH2:20][C:21]2[CH:26]=[CH:25][C:24]([C:27]3[CH:32]=[CH:31][C:30]([C:33](O)=[O:34])=[C:29]([F:36])[CH:28]=3)=[CH:23][CH:22]=2)=[O:17])[CH2:12][CH2:11]1)=[O:7])([CH3:4])([CH3:3])[CH3:2].[NH2:51][CH:52]1[CH2:57][CH2:56][N:55]([C:58]([O:60][C:61]([CH3:64])([CH3:63])[CH3:62])=[O:59])[CH2:54][CH2:53]1.F[P-](F)(F)(F)(F)F.CN(C(ON1C2=NC=CC=C2N=N1)=[N+](C)C)C.C(N(CC)C(C)C)(C)C. Product: [C:1]([O:5][C:6]([NH:8][CH2:9][C@H:10]1[CH2:15][CH2:14][C@H:13]([C:16]([NH:18][C@H:19]([C:37](=[O:50])[NH:38][C:39]2[CH:44]=[CH:43][C:42]([C:45]3[N:46]=[N:47][NH:48][N:49]=3)=[CH:41][CH:40]=2)[CH2:20][C:21]2[CH:26]=[CH:25][C:24]([C:27]3[CH:32]=[CH:31][C:30]([C:33]([NH:51][CH:52]4[CH2:53][CH2:54][N:55]([C:58]([O:60][C:61]([CH3:64])([CH3:63])[CH3:62])=[O:59])[CH2:56][CH2:57]4)=[O:34])=[C:29]([F:36])[CH:28]=3)=[CH:23][CH:22]=2)=[O:17])[CH2:12][CH2:11]1)=[O:7])([CH3:4])([CH3:2])[CH3:3]. The catalyst class is: 7. (2) Reactant: [CH3:1][O:2][C:3]([C@H:5]1[CH2:10][C@H:9]([NH:11][C:12](=[O:18])[CH2:13][CH2:14][CH:15]([CH3:17])[CH3:16])[CH2:8][CH2:7][NH:6]1)=[O:4].CCN(CC)CC.[S:26]1[CH:30]=[CH:29][CH:28]=[C:27]1[S:31](Cl)(=[O:33])=[O:32]. Product: [CH3:1][O:2][C:3]([C@H:5]1[CH2:10][C@H:9]([NH:11][C:12](=[O:18])[CH2:13][CH2:14][CH:15]([CH3:16])[CH3:17])[CH2:8][CH2:7][N:6]1[S:31]([C:27]1[S:26][CH:30]=[CH:29][CH:28]=1)(=[O:33])=[O:32])=[O:4]. The catalyst class is: 2. (3) Product: [ClH:16].[C:12]([O:11][C:9]([N:19]1[CH2:20][CH2:21][CH2:22][C@@:18]1([CH3:17])[C:23]([OH:25])=[O:24])=[O:10])([CH3:13])([CH3:14])[CH3:15]. The catalyst class is: 23. Reactant: [CH3:13][C:12]([O:11][C:9](O[C:9]([O:11][C:12]([CH3:15])([CH3:14])[CH3:13])=[O:10])=[O:10])([CH3:15])[CH3:14].[ClH:16].[CH3:17][C@@:18]1([C:23]([OH:25])=[O:24])[CH2:22][CH2:21][CH2:20][NH:19]1.CC#N.O. (4) Reactant: [Cl:1][C:2]1[C:7]([F:8])=[CH:6][CH:5]=[CH:4][C:3]=1[OH:9].[C:10](Cl)(=[O:13])[CH2:11][CH3:12].Cl. Product: [C:10]([O:9][C:3]1[CH:4]=[CH:5][CH:6]=[C:7]([F:8])[C:2]=1[Cl:1])(=[O:13])[CH2:11][CH3:12]. The catalyst class is: 272. (5) Reactant: [F:1][C:2]1[CH:27]=[C:26]([C:28]2[CH:29]=[N:30][N:31]([CH3:33])[CH:32]=2)[CH:25]=[CH:24][C:3]=1[CH2:4][N:5]1[C:13]2[C:8](=[N:9][CH:10]=[CH:11][CH:12]=2)[C:7]([C:14]([NH:16][CH:17]2[CH2:22][CH2:21][CH2:20][CH2:19][CH:18]2O)=[O:15])=[CH:6]1.COCCN(S(F)(F)[F:44])CCOC. Product: [F:1][C:2]1[CH:27]=[C:26]([C:28]2[CH:29]=[N:30][N:31]([CH3:33])[CH:32]=2)[CH:25]=[CH:24][C:3]=1[CH2:4][N:5]1[C:13]2[C:8](=[N:9][CH:10]=[CH:11][CH:12]=2)[C:7]([C:14]([NH:16][CH:17]2[CH2:22][CH2:21][CH2:20][CH2:19][CH:18]2[F:44])=[O:15])=[CH:6]1. The catalyst class is: 26. (6) The catalyst class is: 1. Product: [F:19][CH:18]([F:20])[CH2:17][O:1][C:2]1[CH:7]=[CH:6][N:5]2[C:8]([C:11]([O:13][CH2:14][CH3:15])=[O:12])=[CH:9][N:10]=[C:4]2[CH:3]=1. Reactant: [OH:1][C:2]1[CH:7]=[CH:6][N:5]2[C:8]([C:11]([O:13][CH2:14][CH3:15])=[O:12])=[CH:9][N:10]=[C:4]2[CH:3]=1.Br[CH2:17][CH:18]([F:20])[F:19].C([O-])([O-])=O.[Cs+].[Cs+].